Task: Predict the product of the given reaction.. Dataset: Forward reaction prediction with 1.9M reactions from USPTO patents (1976-2016) (1) Given the reactants C([O:5][C:6](=[O:21])[CH2:7][C:8]1([CH2:17][N+:18]([O-])=O)[CH2:14][CH:13]2[CH:9]1[CH:10]=[C:11]([CH2:15][CH3:16])[CH2:12]2)(C)(C)C.[Cl-].[NH4+], predict the reaction product. The product is: [NH2:18][CH2:17][C:8]1([CH2:7][C:6]([OH:21])=[O:5])[CH2:14][CH:13]2[CH:9]1[CH:10]=[C:11]([CH2:15][CH3:16])[CH2:12]2. (2) Given the reactants C[O:2][C:3](=[O:30])[CH2:4][O:5][C:6]1[CH:15]=[CH:14][C:13]([Cl:16])=[C:12]2[C:7]=1[C:8]([CH3:29])=[C:9]([CH2:21][C:22]1[CH:27]=[CH:26][C:25]([F:28])=[CH:24][CH:23]=1)[C:10]([O:17][CH:18]([CH3:20])[CH3:19])=[N:11]2.CO.[OH-].[Na+], predict the reaction product. The product is: [Cl:16][C:13]1[CH:14]=[CH:15][C:6]([O:5][CH2:4][C:3]([OH:30])=[O:2])=[C:7]2[C:12]=1[N:11]=[C:10]([O:17][CH:18]([CH3:20])[CH3:19])[C:9]([CH2:21][C:22]1[CH:27]=[CH:26][C:25]([F:28])=[CH:24][CH:23]=1)=[C:8]2[CH3:29].